Dataset: Catalyst prediction with 721,799 reactions and 888 catalyst types from USPTO. Task: Predict which catalyst facilitates the given reaction. (1) Reactant: C1(P(C2C=CC=CC=2)C2C=CC=CC=2)C=CC=CC=1.N1C=CN=C1.II.BrC1C=CC(F)=C([C@@]2(CF)N=C(N(C(OC(C)(C)C)=O)C(=O)OC(C)(C)C)[C@](CCO)(C)S(=O)(=O)C2)C=1.BrC1C=CC(F)=C([C@]2(CF)N=C(N(C(OC(C)(C)C)=O)C(=O)OC(C)(C)C)[C@@](CCO)(C)S(=O)(=O)C2)C=1.[Br:101][C:102]1[CH:103]=[CH:104][C:105]([F:137])=[C:106]([C@@:108]2([CH2:135][F:136])[N:113]=[C:112]([N:114]([C:122]([O:124][C:125]([CH3:128])([CH3:127])[CH3:126])=[O:123])[C:115](=[O:121])[O:116][C:117]([CH3:120])([CH3:119])[CH3:118])[C@:111]([CH2:130][CH2:131][I:132])([CH3:129])[S:110](=[O:134])(=[O:133])[CH2:109]2)[CH:107]=1. Product: [Br:101][C:102]1[CH:103]=[CH:104][C:105]([F:137])=[C:106]([C@:108]2([CH2:135][F:136])[N:113]=[C:112]([N:114]([C:115]([O:116][C:117]([CH3:118])([CH3:119])[CH3:120])=[O:121])[C:122](=[O:123])[O:124][C:125]([CH3:127])([CH3:128])[CH3:126])[C@@:111]([CH2:130][CH2:131][I:132])([CH3:129])[S:110](=[O:134])(=[O:133])[CH2:109]2)[CH:107]=1. The catalyst class is: 2. (2) Reactant: CO/[N:3]=[C:4](\[C:11]1[CH:16]=[CH:15][C:14]([Cl:17])=[CH:13][CH:12]=1)/[CH2:5][N:6]1[CH:10]=[CH:9][CH:8]=[N:7]1.O.[OH-].[Na+].C(OCC)C. Product: [Cl:17][C:14]1[CH:15]=[CH:16][C:11]([CH:4]([NH2:3])[CH2:5][N:6]2[CH:10]=[CH:9][CH:8]=[N:7]2)=[CH:12][CH:13]=1. The catalyst class is: 1. (3) Reactant: [Cl-].[In+3].[Cl-].[Cl-].FC(F)(F)C(O)=O.[F:12][C:13]1[CH:14]=[C:15]2[C:19](=[C:20]([CH2:22][S:23]([CH3:26])(=[O:25])=[O:24])[CH:21]=1)[NH:18][CH:17]=[CH:16]2.[Cl:27][C:28]1[CH:33]=[C:32]([F:34])[CH:31]=[CH:30][C:29]=1[CH:35](O)[CH:36]1[CH2:38][CH:37]1[C:39]#[N:40]. Product: [Cl:27][C:28]1[CH:33]=[C:32]([F:34])[CH:31]=[CH:30][C:29]=1[CH:35]([C:16]1[C:15]2[C:19](=[C:20]([CH2:22][S:23]([CH3:26])(=[O:24])=[O:25])[CH:21]=[C:13]([F:12])[CH:14]=2)[NH:18][CH:17]=1)[CH:36]1[CH2:38][CH:37]1[C:39]#[N:40]. The catalyst class is: 417. (4) Reactant: [CH2:1]([O:8][CH2:9][C@H:10]([CH3:29])[CH2:11][C:12]1[N:17]=[C:16]([C:18]2[CH:23]=[CH:22][C:21]([Cl:24])=[C:20]([Cl:25])[CH:19]=2)[C:15]([C:26]#[N:27])=[C:14](O)[N:13]=1)[C:2]1[CH:7]=[CH:6][CH:5]=[CH:4][CH:3]=1.O=P(Cl)(Cl)[Cl:32]. Product: [CH2:1]([O:8][CH2:9][C@H:10]([CH3:29])[CH2:11][C:12]1[N:13]=[C:14]([Cl:32])[C:15]([C:26]#[N:27])=[C:16]([C:18]2[CH:23]=[CH:22][C:21]([Cl:24])=[C:20]([Cl:25])[CH:19]=2)[N:17]=1)[C:2]1[CH:7]=[CH:6][CH:5]=[CH:4][CH:3]=1. The catalyst class is: 12. (5) Reactant: [CH3:1][C:2]1[C:3]([C:20](=[O:26])[C:21]([O:23][CH2:24][CH3:25])=[O:22])=[C:4]([O:12][S:13]([C:16]([F:19])([F:18])[F:17])(=[O:15])=[O:14])[C:5]2[C:10]([CH:11]=1)=[CH:9][CH:8]=[CH:7][CH:6]=2.B1(C)OC(C2C=CC=CC=2)(C2C=CC=CC=2)[C@@H]2N1CCC2.[B]1OC2C(=CC=CC=2)O1. Product: [OH:26][C@@H:20]([C:3]1[C:2]([CH3:1])=[CH:11][C:10]2[C:5](=[CH:6][CH:7]=[CH:8][CH:9]=2)[C:4]=1[O:12][S:13]([C:16]([F:19])([F:17])[F:18])(=[O:14])=[O:15])[C:21]([O:23][CH2:24][CH3:25])=[O:22]. The catalyst class is: 11. (6) Reactant: [CH2:1]([O:8][C:9]1[CH:14]=[CH:13][C:12]([C:15]2[N:19]([CH:20]3[CH2:24][CH2:23][CH2:22][CH2:21]3)[C:18]3[CH:25]=[CH:26][C:27]([C:29](O)=[O:30])=[CH:28][C:17]=3[N:16]=2)=[CH:11][CH:10]=1)[C:2]1[CH:7]=[CH:6][CH:5]=[CH:4][CH:3]=1.[Cl-].[NH4+].Cl.C([N:37]=C=NCCCN(C)C)C.ON1C2C=CC=CC=2N=N1. Product: [CH2:1]([O:8][C:9]1[CH:10]=[CH:11][C:12]([C:15]2[N:19]([CH:20]3[CH2:21][CH2:22][CH2:23][CH2:24]3)[C:18]3[CH:25]=[CH:26][C:27]([C:29]([NH2:37])=[O:30])=[CH:28][C:17]=3[N:16]=2)=[CH:13][CH:14]=1)[C:2]1[CH:7]=[CH:6][CH:5]=[CH:4][CH:3]=1. The catalyst class is: 681. (7) Reactant: I[CH2:2][CH2:3][C:4]1[CH:13]=[CH:12][C:7]([C:8]([O:10][CH3:11])=[O:9])=[CH:6][CH:5]=1.C(=O)([O-])[O-].[Na+].[Na+].[Cl:20][C:21]1[CH:22]=[CH:23][C:24]2[O:28][C:27]([C:29]3[CH:60]=[CH:59][C:32]([CH2:33][O:34][C:35]4[CH:40]=[CH:39][CH:38]=[CH:37][C:36]=4[CH2:41][CH2:42][NH:43][CH:44]4[CH2:53][CH2:52][CH2:51][C:50]5[N:49]=[C:48]([C:54]([O:56][CH2:57][CH3:58])=[O:55])[CH:47]=[CH:46][C:45]4=5)=[CH:31][CH:30]=3)=[N:26][C:25]=2[CH:61]=1. Product: [Cl:20][C:21]1[CH:22]=[CH:23][C:24]2[O:28][C:27]([C:29]3[CH:60]=[CH:59][C:32]([CH2:33][O:34][C:35]4[CH:40]=[CH:39][CH:38]=[CH:37][C:36]=4[CH2:41][CH2:42][N:43]([CH2:2][CH2:3][C:4]4[CH:13]=[CH:12][C:7]([C:8]([O:10][CH3:11])=[O:9])=[CH:6][CH:5]=4)[CH:44]4[CH2:53][CH2:52][CH2:51][C:50]5[N:49]=[C:48]([C:54]([O:56][CH2:57][CH3:58])=[O:55])[CH:47]=[CH:46][C:45]4=5)=[CH:31][CH:30]=3)=[N:26][C:25]=2[CH:61]=1. The catalyst class is: 10. (8) Reactant: CC1(C)[O:6][C@@H:5]([CH2:7][CH2:8][NH:9][C:10]([CH:12]2[CH:16]([C:17]3[CH:22]=[CH:21][CH:20]=[C:19]([Cl:23])[C:18]=3[F:24])[C:15]([C:27]3[CH:32]=[CH:31][C:30]([Cl:33])=[CH:29][C:28]=3[F:34])([C:25]#[N:26])[CH:14]([CH2:35][C:36]([CH3:41])([CH3:40])[CH2:37][CH2:38][NH2:39])[NH:13]2)=[O:11])[CH2:4][O:3]1.C(N(CC)CC)C.[CH3:50][S:51](Cl)(=[O:53])=[O:52].Cl. Product: [OH:6][C@H:5]([CH2:4][OH:3])[CH2:7][CH2:8][NH:9][C:10]([CH:12]1[CH:16]([C:17]2[CH:22]=[CH:21][CH:20]=[C:19]([Cl:23])[C:18]=2[F:24])[C:15]([C:27]2[CH:32]=[CH:31][C:30]([Cl:33])=[CH:29][C:28]=2[F:34])([C:25]#[N:26])[CH:14]([CH2:35][C:36]([CH3:41])([CH3:40])[CH2:37][CH2:38][NH:39][S:51]([CH3:50])(=[O:53])=[O:52])[NH:13]1)=[O:11]. The catalyst class is: 489. (9) Reactant: C([O:8][C:9]1[CH:10]=[CH:11][C:12]([N+:20]([O-])=O)=[C:13]([C:15](=[O:19])[C:16]([CH3:18])=[CH2:17])[CH:14]=1)C1C=CC=CC=1. Product: [NH2:20][C:12]1[CH:11]=[CH:10][C:9]([OH:8])=[CH:14][C:13]=1[C:15](=[O:19])[CH:16]([CH3:17])[CH3:18]. The catalyst class is: 29.